This data is from Full USPTO retrosynthesis dataset with 1.9M reactions from patents (1976-2016). The task is: Predict the reactants needed to synthesize the given product. Given the product [F:1][C:2]1[CH:3]=[CH:4][C:5]([N+:11]([O-:13])=[O:12])=[C:6]([CH:10]=1)[C:7]([NH:18][CH3:17])=[O:8], predict the reactants needed to synthesize it. The reactants are: [F:1][C:2]1[CH:3]=[CH:4][C:5]([N+:11]([O-:13])=[O:12])=[C:6]([CH:10]=1)[C:7](O)=[O:8].Cl.CN.[CH3:17][N:18](C(ON1N=NC2C=CC=CC1=2)=[N+](C)C)C.[B-](F)(F)(F)F.CCN(C(C)C)C(C)C.